Regression/Classification. Given a drug SMILES string, predict its absorption, distribution, metabolism, or excretion properties. Task type varies by dataset: regression for continuous measurements (e.g., permeability, clearance, half-life) or binary classification for categorical outcomes (e.g., BBB penetration, CYP inhibition). Dataset: cyp2c19_veith. From a dataset of CYP2C19 inhibition data for predicting drug metabolism from PubChem BioAssay. (1) The drug is CCOc1cccc2cc(C(N)=O)c(=NCc3ccccc3)oc12. The result is 1 (inhibitor). (2) The molecule is CCCCOc1ncnc2c1[nH]c1ccc(OC)cc12. The result is 1 (inhibitor). (3) The drug is CC(C)Cn1c(N)c(C(=O)CSc2ccc3c(c2)OCCO3)c(=O)n(C)c1=O. The result is 1 (inhibitor). (4) The compound is O=C1OCC(CO)(CO)N=C1NNc1ccc(Cl)c(Cl)c1. The result is 1 (inhibitor). (5) The compound is Cc1ccc(CCCC(=O)O)cc1C. The result is 0 (non-inhibitor). (6) The drug is Cc1cccc(NC(=O)c2cccc(N3C(=O)C4C5CCC(C5)C4C3=O)c2)c1C. The result is 0 (non-inhibitor).